This data is from Catalyst prediction with 721,799 reactions and 888 catalyst types from USPTO. The task is: Predict which catalyst facilitates the given reaction. (1) Reactant: [CH3:1][O:2][C:3]([CH2:5][O:6][C:7](=[O:26])[C:8]1[CH:13]=[CH:12][C:11]([NH:14][C:15](=[O:25])[CH2:16][O:17]CC2C=CC=CC=2)=[CH:10][CH:9]=1)=[O:4]. Product: [CH3:1][O:2][C:3]([CH2:5][O:6][C:7](=[O:26])[C:8]1[CH:13]=[CH:12][C:11]([NH:14][C:15](=[O:25])[CH2:16][OH:17])=[CH:10][CH:9]=1)=[O:4]. The catalyst class is: 19. (2) The catalyst class is: 501. Product: [OH:2][C:3]1[CH:4]=[C:5]2[C:10](=[CH:11][C:12]=1[O:13][CH3:14])[N:9]=[CH:8][NH:7][C:6]2=[O:15]. Reactant: C[O:2][C:3]1[CH:4]=[C:5]2[C:10](=[CH:11][C:12]=1[O:13][CH3:14])[N:9]=[CH:8][NH:7][C:6]2=[O:15].N[C@H](C(O)=O)CCSC.[OH-].[Na+]. (3) Product: [Br:15][CH2:2][C:1]([C:4]1[CH:14]=[CH:13][C:7]([C:8]([O:10][CH2:11][CH3:12])=[O:9])=[CH:6][CH:5]=1)=[O:3]. Reactant: [C:1]([C:4]1[CH:14]=[CH:13][C:7]([C:8]([O:10][CH2:11][CH3:12])=[O:9])=[CH:6][CH:5]=1)(=[O:3])[CH3:2].[Br-:15].[Br-].[Br-].[NH+]1C=CC=CC=1.[NH+]1C=CC=CC=1.[NH+]1C=CC=CC=1.Br. The catalyst class is: 52. (4) Reactant: [CH3:1][N:2]([CH2:4][CH2:5][CH:6]([C:14]1[CH:15]=[CH:16][CH:17]=[CH:18][N:19]=1)[C:7]1[CH:8]=[CH:9][C:10]([Cl:13])=[CH:11][CH:12]=1)[CH3:3].C(/C(O)=O)=C/C(O)=O. Product: [CH3:1][N:2]([CH2:4][CH2:5][CH:6]([C:14]1[CH:15]=[CH:16][CH:17]=[CH:18][N:19]=1)[C:7]1[CH:12]=[CH:11][C:10]([Cl:13])=[CH:9][CH:8]=1)[CH3:3]. The catalyst class is: 6.